From a dataset of Forward reaction prediction with 1.9M reactions from USPTO patents (1976-2016). Predict the product of the given reaction. (1) Given the reactants [C:1]1([S:7](Cl)(=[O:9])=[O:8])[CH:6]=[CH:5][CH:4]=[CH:3][CH:2]=1.[F:11][C:12]1[CH:17]=[C:16]([O:18][CH2:19][C:20]2[CH:21]=[CH:22][CH:23]=[C:24]3[C:29]=2[NH:28][CH2:27][CH2:26][CH2:25]3)[CH:15]=[CH:14][C:13]=1[CH2:30][CH2:31][C:32]([O:34][CH2:35][CH3:36])=[O:33], predict the reaction product. The product is: [F:11][C:12]1[CH:17]=[C:16]([O:18][CH2:19][C:20]2[CH:21]=[CH:22][CH:23]=[C:24]3[C:29]=2[N:28]([S:7]([C:1]2[CH:6]=[CH:5][CH:4]=[CH:3][CH:2]=2)(=[O:9])=[O:8])[CH2:27][CH2:26][CH2:25]3)[CH:15]=[CH:14][C:13]=1[CH2:30][CH2:31][C:32]([O:34][CH2:35][CH3:36])=[O:33]. (2) Given the reactants [H-].[Na+].[Cl:3][C:4]1[C:5]([Cl:13])=[C:6]2[CH:12]=[CH:11][NH:10][C:7]2=[N:8][CH:9]=1.[C:14]1([CH3:24])[CH:19]=[CH:18][C:17]([S:20](Cl)(=[O:22])=[O:21])=[CH:16][CH:15]=1.O, predict the reaction product. The product is: [Cl:13][C:5]1[C:4]([Cl:3])=[CH:9][N:8]=[C:7]2[N:10]([S:20]([C:17]3[CH:18]=[CH:19][C:14]([CH3:24])=[CH:15][CH:16]=3)(=[O:22])=[O:21])[CH:11]=[CH:12][C:6]=12.